This data is from NCI-60 drug combinations with 297,098 pairs across 59 cell lines. The task is: Regression. Given two drug SMILES strings and cell line genomic features, predict the synergy score measuring deviation from expected non-interaction effect. Drug 1: CC12CCC3C(C1CCC2=O)CC(=C)C4=CC(=O)C=CC34C. Drug 2: CCN(CC)CCCC(C)NC1=C2C=C(C=CC2=NC3=C1C=CC(=C3)Cl)OC. Cell line: HCT-15. Synergy scores: CSS=55.0, Synergy_ZIP=7.05, Synergy_Bliss=7.50, Synergy_Loewe=-1.02, Synergy_HSA=8.10.